Task: Binary Classification. Given a drug SMILES string, predict its activity (active/inactive) in a high-throughput screening assay against a specified biological target.. Dataset: M1 muscarinic receptor antagonist screen with 61,756 compounds (1) The compound is Clc1cc2c(=O)c3C(N(CCCN4CCOCC4)C(=O)c3oc2cc1)c1oc(cc1)C. The result is 0 (inactive). (2) The molecule is O=C1C=2C(CC(=O)NC2CCC1)c1ccc(OCC)cc1. The result is 0 (inactive).